This data is from Ames mutagenicity test results for genotoxicity prediction. The task is: Regression/Classification. Given a drug SMILES string, predict its toxicity properties. Task type varies by dataset: regression for continuous values (e.g., LD50, hERG inhibition percentage) or binary classification for toxic/non-toxic outcomes (e.g., AMES mutagenicity, cardiotoxicity, hepatotoxicity). Dataset: ames. The molecule is COc1cc(-c2ccc(N=Nc3cc(S(=O)(=O)O)c4ccccc4c3O)c(OC)c2)ccc1N=Nc1cc(S(=O)(=O)O)c2ccccc2c1O. The result is 0 (non-mutagenic).